Dataset: Full USPTO retrosynthesis dataset with 1.9M reactions from patents (1976-2016). Task: Predict the reactants needed to synthesize the given product. (1) Given the product [NH2:16][C:12]1[N:11]=[C:10]([N:9]2[C:8]3[CH:17]=[C:18]([C:31]#[C:30][C@:28]([C:25]4[N:24]=[C:23]([CH3:22])[O:27][N:26]=4)([OH:32])[CH3:29])[CH:19]=[CH:20][C:7]=3[N:6]=[C:5]2[O:4][CH2:3][CH2:2][F:1])[CH:15]=[CH:14][N:13]=1, predict the reactants needed to synthesize it. The reactants are: [F:1][CH2:2][CH2:3][O:4][C:5]1[N:9]([C:10]2[CH:15]=[CH:14][N:13]=[C:12]([NH2:16])[N:11]=2)[C:8]2[CH:17]=[C:18](I)[CH:19]=[CH:20][C:7]=2[N:6]=1.[CH3:22][C:23]1[O:27][N:26]=[C:25]([C@:28]([OH:32])([C:30]#[CH:31])[CH3:29])[N:24]=1. (2) Given the product [CH:23]1([N:19]2[CH2:18][CH2:17][N:16]([C:11]3[CH:12]=[CH:13][CH:14]=[CH:15][C:10]=3[CH:4]3[CH2:3][C:2]([CH3:22])([CH3:1])[CH2:7][C:6]([CH3:8])([CH3:9])[CH2:5]3)[CH2:21][CH2:20]2)[CH2:26][CH2:25][CH2:24]1, predict the reactants needed to synthesize it. The reactants are: [CH3:1][C:2]1([CH3:22])[CH2:7][C:6]([CH3:9])([CH3:8])[CH2:5][CH:4]([C:10]2[CH:15]=[CH:14][CH:13]=[CH:12][C:11]=2[N:16]2[CH2:21][CH2:20][NH:19][CH2:18][CH2:17]2)[CH2:3]1.[C:23]1(=O)[CH2:26][CH2:25][CH2:24]1.C(O[BH-](OC(=O)C)OC(=O)C)(=O)C.[Na+].C(O)(=O)C.C(=O)([O-])O.[Na+]. (3) Given the product [Br:17][CH2:16][C:13]1[CH:14]=[CH:15][C:10]([S:8]([C:5]2[CH:4]=[CH:3][C:2]([CH3:1])=[CH:7][CH:6]=2)=[O:9])=[CH:11][CH:12]=1, predict the reactants needed to synthesize it. The reactants are: [CH3:1][C:2]1[CH:7]=[CH:6][C:5]([S:8]([C:10]2[CH:15]=[CH:14][C:13]([CH3:16])=[CH:12][CH:11]=2)=[O:9])=[CH:4][CH:3]=1.[Br:17]N1C(=O)CCC1=O.N(C(C)(C)C#N)=NC(C)(C)C#N.